The task is: Predict the product of the given reaction.. This data is from Forward reaction prediction with 1.9M reactions from USPTO patents (1976-2016). (1) Given the reactants FC(F)(F)C1C=CC(NC2N=C3C=CC=C([C:18]4[CH:19]=[CH:20][C:21]5[N:25]=[C:24]([C:26]([NH2:28])=[O:27])[NH:23][C:22]=5[CH:29]=4)N3N=2)=CC=1.OO.[OH-].[Na+].FC(F)(F)C(O)=O, predict the reaction product. The product is: [NH:23]1[C:22]2[CH:29]=[CH:18][CH:19]=[CH:20][C:21]=2[N:25]=[C:24]1[C:26]([NH2:28])=[O:27]. (2) Given the reactants C(OC(=O)[NH:7][C:8]1[O:9][CH2:10][C:11]([F:36])([F:35])[C@:12]([C:15]2[CH:20]=[C:19]([NH:21][C:22]([C:24]3[CH:29]=[N:28][C:27]([O:30][CH2:31][C:32]#[CH:33])=[CH:26][N:25]=3)=[O:23])[CH:18]=[CH:17][C:16]=2[F:34])([CH3:14])[N:13]=1)(C)(C)C.C(O)(C(F)(F)F)=O, predict the reaction product. The product is: [NH2:7][C:8]1[O:9][CH2:10][C:11]([F:35])([F:36])[C@:12]([C:15]2[CH:20]=[C:19]([NH:21][C:22]([C:24]3[CH:29]=[N:28][C:27]([O:30][CH2:31][C:32]#[CH:33])=[CH:26][N:25]=3)=[O:23])[CH:18]=[CH:17][C:16]=2[F:34])([CH3:14])[N:13]=1.